This data is from Forward reaction prediction with 1.9M reactions from USPTO patents (1976-2016). The task is: Predict the product of the given reaction. (1) Given the reactants N#N.CC1(C)C(C)(C)OB([C:11]2[CH:12]=[CH:13][C:14]([NH2:17])=[N:15][CH:16]=2)O1.[CH3:19][O:20][C:21]([C:23]1[CH:27]=[C:26](Br)[O:25][C:24]=1[CH3:29])=[O:22].C([O-])(O)=O.[Na+], predict the reaction product. The product is: [CH3:19][O:20][C:21]([C:23]1[CH:27]=[C:26]([C:11]2[CH:16]=[N:15][C:14]([NH2:17])=[CH:13][CH:12]=2)[O:25][C:24]=1[CH3:29])=[O:22]. (2) Given the reactants [Cl:1][C:2]1[C:11]2[C:6](=[CH:7][CH:8]=[CH:9][C:10]=2[O:12][CH:13]2[CH2:18][CH2:17][N:16]([CH3:19])[CH2:15][CH2:14]2)[N:5]=[CH:4][N:3]=1.[NH2:20][C:21]1[CH:22]=[CH:23][C:24]2[S:28][N:27]=[C:26]([CH3:29])[C:25]=2[CH:30]=1, predict the reaction product. The product is: [ClH:1].[CH3:29][C:26]1[C:25]2[CH:30]=[C:21]([NH:20][C:2]3[C:11]4[C:6](=[CH:7][CH:8]=[CH:9][C:10]=4[O:12][CH:13]4[CH2:18][CH2:17][N:16]([CH3:19])[CH2:15][CH2:14]4)[N:5]=[CH:4][N:3]=3)[CH:22]=[CH:23][C:24]=2[S:28][N:27]=1. (3) Given the reactants C12(CS(O)(=O)=O)C(C)(C)C(CC1)CC2=O.[NH2:16][C:17]1[CH:18]=[CH:19][C:20]2[N:26]([CH3:27])[C:25](=[O:28])[O:24][CH2:23][CH2:22][C:21]=2[CH:29]=1.[CH2:30]([O:33][C:34]1[CH:39]=[C:38]([N:40]2[CH2:45][CH2:44][O:43][CH2:42][CH2:41]2)[CH:37]=[C:36]([F:46])[C:35]=1[NH:47][C:48]1[C:53]([Cl:54])=[CH:52][N:51]=[C:50](Cl)[N:49]=1)[CH:31]=[CH2:32].C(=O)([O-])[O-].C(=O)(O)[O-].[Na+].ClC(OCC1C2C=CC=CC=2C2C1=CC=CC=2)=O.NC1C=CC=CC=1, predict the reaction product. The product is: [CH2:30]([O:33][C:34]1[CH:39]=[C:38]([N:40]2[CH2:45][CH2:44][O:43][CH2:42][CH2:41]2)[CH:37]=[C:36]([F:46])[C:35]=1[NH:47][C:48]1[C:53]([Cl:54])=[CH:52][N:51]=[C:50]([NH:16][C:17]2[CH:18]=[CH:19][C:20]3[N:26]([CH3:27])[C:25](=[O:28])[O:24][CH2:23][CH2:22][C:21]=3[CH:29]=2)[N:49]=1)[CH:31]=[CH2:32]. (4) Given the reactants [Cl:1][C:2]1[CH:3]=[C:4]([CH:23]=[CH:24][CH:25]=1)[CH2:5][CH:6]1[C:15]2[C:10](=[CH:11][CH:12]=[C:13]([O:16]C)[CH:14]=2)[CH2:9][CH2:8][CH:7]1[N:18]1[CH2:22][CH2:21][CH2:20][CH2:19]1.[OH-].[Na+], predict the reaction product. The product is: [Cl:1][C:2]1[CH:3]=[C:4]([CH:23]=[CH:24][CH:25]=1)[CH2:5][CH:6]1[C:15]2[CH:14]=[C:13]([OH:16])[CH:12]=[CH:11][C:10]=2[CH2:9][CH2:8][CH:7]1[N:18]1[CH2:22][CH2:21][CH2:20][CH2:19]1. (5) The product is: [O:37]=[C:33]1[CH:32]=[C:31]([C:28]2[CH:27]=[CH:26][C:25]([C:24]([F:39])([F:23])[F:38])=[CH:30][N:29]=2)[CH:36]=[CH:35][N:34]1[C:2]1[CH:7]=[CH:6][C:5]2[C:8]3[CH2:14][CH2:13][CH2:12][N:11]([C:15]([O:17][C:18]([CH3:21])([CH3:20])[CH3:19])=[O:16])[CH2:10][C:9]=3[S:22][C:4]=2[CH:3]=1. Given the reactants Br[C:2]1[CH:7]=[CH:6][C:5]2[C:8]3[CH2:14][CH2:13][CH2:12][N:11]([C:15]([O:17][C:18]([CH3:21])([CH3:20])[CH3:19])=[O:16])[CH2:10][C:9]=3[S:22][C:4]=2[CH:3]=1.[F:23][C:24]([F:39])([F:38])[C:25]1[CH:26]=[CH:27][C:28]([C:31]2[CH:36]=[CH:35][NH:34][C:33](=[O:37])[CH:32]=2)=[N:29][CH:30]=1, predict the reaction product. (6) Given the reactants [F:1][C:2]1[CH:7]=[CH:6][C:5]([S:8]([C:11]2[N:12]=[C:13]([NH:21][C:22]3[CH:26]=[C:25]([CH3:27])[N:24](C(OC(C)(C)C)=O)[N:23]=3)[C:14]3[C:19]([CH:20]=2)=[CH:18][CH:17]=[CH:16][CH:15]=3)(=[O:10])=[O:9])=[CH:4][CH:3]=1.Cl.O1CCOCC1.C(O)(C(F)(F)F)=O.C(=O)([O-])O.[Na+], predict the reaction product. The product is: [F:1][C:2]1[CH:3]=[CH:4][C:5]([S:8]([C:11]2[N:12]=[C:13]([NH:21][C:22]3[CH:26]=[C:25]([CH3:27])[NH:24][N:23]=3)[C:14]3[C:19]([CH:20]=2)=[CH:18][CH:17]=[CH:16][CH:15]=3)(=[O:9])=[O:10])=[CH:6][CH:7]=1. (7) Given the reactants [CH3:1][O:2][C:3]1[CH:4]=[C:5]([NH:11][S:12]([C:15]2[CH:20]=[CH:19][C:18](I)=[CH:17][CH:16]=2)(=[O:14])=[O:13])[CH:6]=[CH:7][C:8]=1[O:9][CH3:10].[O:22]=[C:23]([NH:32][CH2:33][C:34]#[CH:35])[CH2:24][S:25][CH2:26][CH2:27][C:28]([O:30][CH3:31])=[O:29].C(N(CC)CC)C, predict the reaction product. The product is: [CH3:1][O:2][C:3]1[CH:4]=[C:5]([NH:11][S:12]([C:15]2[CH:20]=[CH:19][C:18]([C:35]#[C:34][CH2:33][NH:32][C:23](=[O:22])[CH2:24][S:25][CH2:26][CH2:27][C:28]([O:30][CH3:31])=[O:29])=[CH:17][CH:16]=2)(=[O:14])=[O:13])[CH:6]=[CH:7][C:8]=1[O:9][CH3:10]. (8) Given the reactants [NH:1]1[C:9]2[C:4](=[CH:5][CH:6]=[C:7]([C:10]([C:16]3[CH:21]=[CH:20][CH:19]=[CH:18][N:17]=3)=[CH:11][C:12]([NH:14][CH3:15])=[O:13])[CH:8]=2)[CH:3]=[CH:2]1.N1C2C(=CC=CC=2C(C2C=CC=CC=2)CC(NC)=O)C=C1, predict the reaction product. The product is: [NH:1]1[C:9]2[C:4](=[CH:5][CH:6]=[C:7]([CH:10]([C:16]3[CH:21]=[CH:20][CH:19]=[CH:18][N:17]=3)[CH2:11][C:12]([NH:14][CH3:15])=[O:13])[CH:8]=2)[CH:3]=[CH:2]1. (9) Given the reactants [CH2:1]([O:8][C:9]1[C:14]([C:15]2[CH:20]=[CH:19][C:18]([C:21]([F:24])([F:23])[F:22])=[CH:17][CH:16]=2)=[CH:13][C:12]([C@@H:25]2[CH2:27][C@H:26]2[NH:28][CH2:29][CH2:30][N:31]2[CH2:35][CH2:34][C@@H:33]([NH:36]C(=O)OC(C)(C)C)[CH2:32]2)=[CH:11][CH:10]=1)[C:2]1[CH:7]=[CH:6][CH:5]=[CH:4][CH:3]=1.[ClH:44], predict the reaction product. The product is: [ClH:44].[ClH:44].[CH2:1]([O:8][C:9]1[C:14]([C:15]2[CH:16]=[CH:17][C:18]([C:21]([F:23])([F:24])[F:22])=[CH:19][CH:20]=2)=[CH:13][C:12]([C@@H:25]2[CH2:27][C@H:26]2[NH:28][CH2:29][CH2:30][N:31]2[CH2:35][CH2:34][C@@H:33]([NH2:36])[CH2:32]2)=[CH:11][CH:10]=1)[C:2]1[CH:3]=[CH:4][CH:5]=[CH:6][CH:7]=1. (10) Given the reactants Br[C:2]1[CH:3]=[C:4]([CH:23]=[CH:24][CH:25]=1)[CH2:5][O:6][C:7]1[CH:12]=[CH:11][C:10]([C:13]2([CH2:17][C:18]([O:20][CH2:21][CH3:22])=[O:19])[CH2:16][O:15][CH2:14]2)=[CH:9][CH:8]=1.[OH:26][C:27]1[CH:32]=[CH:31][C:30](B(O)O)=[CH:29][CH:28]=1.C(=O)([O-])[O-].[Na+].[Na+], predict the reaction product. The product is: [OH:26][C:27]1[CH:32]=[CH:31][C:30]([C:2]2[CH:25]=[CH:24][CH:23]=[C:4]([CH2:5][O:6][C:7]3[CH:8]=[CH:9][C:10]([C:13]4([CH2:17][C:18]([O:20][CH2:21][CH3:22])=[O:19])[CH2:16][O:15][CH2:14]4)=[CH:11][CH:12]=3)[CH:3]=2)=[CH:29][CH:28]=1.